Predict the reactants needed to synthesize the given product. From a dataset of Full USPTO retrosynthesis dataset with 1.9M reactions from patents (1976-2016). (1) Given the product [C:1]([O:4][CH2:5][C:6](=[O:7])[C@@H:12]1[C@:28]2([CH3:29])[CH:15]([CH:16]3[C:25](=[CH:26][CH2:27]2)[C@:24]2([CH3:30])[C:19](=[CH:20][C:21](=[O:31])[CH:22]=[CH:23]2)[CH2:18][CH2:17]3)[CH2:14][C@H:13]1[CH3:32])(=[O:3])[CH3:2], predict the reactants needed to synthesize it. The reactants are: [C:1]([O:4][CH2:5][C:6](=[C:12]1[C@:28]2([CH3:29])[CH:15]([CH:16]3[C:25](=[CH:26][CH2:27]2)[C@:24]2([CH3:30])[C:19](=[CH:20][C:21](=[O:31])[CH:22]=[CH:23]2)[CH2:18][CH2:17]3)[CH2:14][C@H:13]1[CH3:32])[O:7][Si](C)(C)C)(=[O:3])[CH3:2].Cl.C(=O)(O)[O-].[K+]. (2) Given the product [S:24]1[C:28]2[CH:29]=[CH:30][CH:31]=[CH:32][C:27]=2[N:26]=[C:25]1[C:33]1[CH:39]=[CH:38][C:36]([NH:37][C:1]([C:4]23[CH2:5][CH2:6][C:7]([NH:12][CH2:13][C:14]([N:16]4[CH2:20][C@@H:19]([F:21])[CH2:18][C@H:17]4[C:22]#[N:23])=[O:15])([CH2:10][CH2:11]2)[CH2:8][CH2:9]3)=[O:3])=[CH:35][CH:34]=1, predict the reactants needed to synthesize it. The reactants are: [C:1]([C:4]12[CH2:11][CH2:10][C:7]([NH:12][CH2:13][C:14]([N:16]3[CH2:20][C@@H:19]([F:21])[CH2:18][C@H:17]3[C:22]#[N:23])=[O:15])([CH2:8][CH2:9]1)[CH2:6][CH2:5]2)([OH:3])=O.[S:24]1[C:28]2[CH:29]=[CH:30][CH:31]=[CH:32][C:27]=2[N:26]=[C:25]1[C:33]1[CH:39]=[CH:38][C:36]([NH2:37])=[CH:35][CH:34]=1.